This data is from Full USPTO retrosynthesis dataset with 1.9M reactions from patents (1976-2016). The task is: Predict the reactants needed to synthesize the given product. (1) Given the product [C:1]([NH:5][C:6]1[C:7]([CH3:26])=[N:8][C:9]2[C:14]([N:15]=1)=[C:13]([C:16]1[NH:24][C:23]3[CH2:22][CH2:21][NH:20][C:19](=[S:36])[C:18]=3[CH:17]=1)[CH:12]=[CH:11][CH:10]=2)([CH3:4])([CH3:3])[CH3:2], predict the reactants needed to synthesize it. The reactants are: [C:1]([NH:5][C:6]1[C:7]([CH3:26])=[N:8][C:9]2[C:14]([N:15]=1)=[C:13]([C:16]1[NH:24][C:23]3[CH2:22][CH2:21][NH:20][C:19](=O)[C:18]=3[CH:17]=1)[CH:12]=[CH:11][CH:10]=2)([CH3:4])([CH3:3])[CH3:2].COC1C=CC(P2(SP(C3C=CC(OC)=CC=3)(=S)S2)=[S:36])=CC=1. (2) Given the product [OH:16][CH2:15][C@@H:14]([NH:17][CH2:19][C:20]([O:22][C:23]([CH3:26])([CH3:25])[CH3:24])=[O:21])[C:11]1[CH:12]=[CH:13][CH:8]=[CH:9][CH:10]=1, predict the reactants needed to synthesize it. The reactants are: C(N(CC)CC)C.[CH:8]1[CH:13]=[CH:12][C:11]([C@H:14]([NH2:17])[CH2:15][OH:16])=[CH:10][CH:9]=1.Br[CH2:19][C:20]([O:22][C:23]([CH3:26])([CH3:25])[CH3:24])=[O:21].[Cl-].[NH4+]. (3) Given the product [C:1]([O:5][C@@H:6]([C:11]1[C:26]([CH3:27])=[CH:25][C:14]2[N:15]=[C:16]([C:18]3[CH:23]=[CH:22][N:21]=[C:20]([N:41]4[CH2:42][CH:39]([N:38]([CH3:43])[CH3:37])[CH2:40]4)[N:19]=3)[S:17][C:13]=2[C:12]=1[C:28]1[CH:33]=[CH:32][C:31]([Cl:34])=[CH:30][CH:29]=1)[C:7]([O:9][CH3:10])=[O:8])([CH3:3])([CH3:4])[CH3:2], predict the reactants needed to synthesize it. The reactants are: [C:1]([O:5][C@@H:6]([C:11]1[C:26]([CH3:27])=[CH:25][C:14]2[N:15]=[C:16]([C:18]3[CH:23]=[CH:22][N:21]=[C:20](Cl)[N:19]=3)[S:17][C:13]=2[C:12]=1[C:28]1[CH:33]=[CH:32][C:31]([Cl:34])=[CH:30][CH:29]=1)[C:7]([O:9][CH3:10])=[O:8])([CH3:4])([CH3:3])[CH3:2].Cl.Cl.[CH3:37][N:38]([CH3:43])[CH:39]1[CH2:42][NH:41][CH2:40]1.C(N(CC)CC)C. (4) Given the product [Cl:10][C:11]1[CH:16]=[CH:15][C:14]([CH:17]2[CH:21]([C:22]3[CH:23]=[CH:24][C:25]([Cl:28])=[CH:26][CH:27]=3)[N:20]([C:29]([C:31]3[CH:36]=[CH:35][C:34]([CH2:37][N:7]4[CH2:8][CH2:9][N:4]([CH2:3][CH2:2][OH:1])[CH2:5][CH2:6]4)=[CH:33][CH:32]=3)=[O:30])[C:19]([C:39]3[CH:44]=[C:43]([C:45]([F:46])([F:47])[F:48])[CH:42]=[CH:41][C:40]=3[O:49][CH2:50][CH3:51])=[N:18]2)=[CH:13][CH:12]=1, predict the reactants needed to synthesize it. The reactants are: [OH:1][CH2:2][CH2:3][N:4]1[CH2:9][CH2:8][NH:7][CH2:6][CH2:5]1.[Cl:10][C:11]1[CH:16]=[CH:15][C:14]([CH:17]2[CH:21]([C:22]3[CH:27]=[CH:26][C:25]([Cl:28])=[CH:24][CH:23]=3)[N:20]([C:29]([C:31]3[CH:36]=[CH:35][C:34]([CH2:37]Cl)=[CH:33][CH:32]=3)=[O:30])[C:19]([C:39]3[CH:44]=[C:43]([C:45]([F:48])([F:47])[F:46])[CH:42]=[CH:41][C:40]=3[O:49][CH2:50][CH3:51])=[N:18]2)=[CH:13][CH:12]=1.C(N(C(C)C)CC)(C)C. (5) Given the product [CH3:1][O:2][C:3](=[O:9])[C@@H:4]([C@H:6]([CH3:8])[OH:7])[NH:5][C:10](=[O:17])[C:11]1[CH:16]=[CH:15][CH:14]=[CH:13][CH:12]=1, predict the reactants needed to synthesize it. The reactants are: [CH3:1][O:2][C:3](=[O:9])[C@@H:4]([C@H:6]([CH3:8])[OH:7])[NH2:5].[C:10](Cl)(=[O:17])[C:11]1[CH:16]=[CH:15][CH:14]=[CH:13][CH:12]=1.O.